The task is: Binary Classification. Given a drug SMILES string, predict its activity (active/inactive) in a high-throughput screening assay against a specified biological target.. This data is from Cav3 T-type calcium channel HTS with 100,875 compounds. The molecule is S\1\C(C(=O)N(Cc2cccnc2)C1=N/c1ccccc1)=C\c1cc(OCC)c(OCC#N)cc1. The result is 0 (inactive).